From a dataset of Catalyst prediction with 721,799 reactions and 888 catalyst types from USPTO. Predict which catalyst facilitates the given reaction. (1) Product: [CH:42]1([CH2:41][N:39]([CH3:40])[C:37]([CH2:36][NH:34][C@@H:10]2[CH2:9][NH:8][CH2:12][C@H:11]2[CH2:13][N:14]([CH:31]([CH3:33])[CH3:32])[C:15](=[O:30])[C:16]2[CH:21]=[CH:20][C:19]([O:22][CH3:23])=[C:18]([O:24][CH2:25][CH2:26][CH2:27][O:28][CH3:29])[CH:17]=2)=[O:38])[CH2:47][CH2:46][CH2:45][CH2:44][CH2:43]1. The catalyst class is: 23. Reactant: C(OC([N:8]1[CH2:12][C@@H:11]([CH2:13][N:14]([CH:31]([CH3:33])[CH3:32])[C:15](=[O:30])[C:16]2[CH:21]=[CH:20][C:19]([O:22][CH3:23])=[C:18]([O:24][CH2:25][CH2:26][CH2:27][O:28][CH3:29])[CH:17]=2)[C@H:10]([NH2:34])[CH2:9]1)=O)(C)(C)C.Cl[CH2:36][C:37]([N:39]([CH2:41][CH:42]1[CH2:47][CH2:46][CH2:45][CH2:44][CH2:43]1)[CH3:40])=[O:38].[Cl-].CC#N.O. (2) The catalyst class is: 6. Product: [CH3:28][O:29][C:30]1[CH:31]=[C:32]([C:2]2[N:7]=[C:6]([O:8][C@@H:9]([C@H:11]3[CH2:15][NH:14][C:13](=[O:16])[CH2:12]3)[CH3:10])[C:5]3[N:17]([CH2:20][O:21][CH2:22][CH2:23][Si:24]([CH3:27])([CH3:26])[CH3:25])[CH:18]=[N:19][C:4]=3[CH:3]=2)[CH:33]=[CH:34][C:35]=1[O:36][CH3:37]. Reactant: Cl[C:2]1[N:7]=[C:6]([O:8][C@@H:9]([C@H:11]2[CH2:15][NH:14][C:13](=[O:16])[CH2:12]2)[CH3:10])[C:5]2[N:17]([CH2:20][O:21][CH2:22][CH2:23][Si:24]([CH3:27])([CH3:26])[CH3:25])[CH:18]=[N:19][C:4]=2[CH:3]=1.[CH3:28][O:29][C:30]1[CH:31]=[C:32](B(O)O)[CH:33]=[CH:34][C:35]=1[O:36][CH3:37].COCCOC.C(=O)([O-])[O-].[Cs+].[Cs+]. (3) Reactant: [F-:1].[K+].C1N2CCOCCOCCN(CCOCCOCC2)CCOCCOC1.[N+]([C:32]1[CH:37]=[CH:36][C:35]([CH2:38][CH2:39][C:40]2[C:49]([CH3:50])=[C:48]([OH:51])[C:47]3[C:42](=[CH:43][CH:44]=[CH:45][CH:46]=3)[N:41]=2)=[CH:34][CH:33]=1)([O-])=O. Product: [F:1][C:32]1[CH:37]=[CH:36][C:35]([CH2:38][CH2:39][C:40]2[C:49]([CH3:50])=[C:48]([OH:51])[C:47]3[C:42](=[CH:43][CH:44]=[CH:45][CH:46]=3)[N:41]=2)=[CH:34][CH:33]=1. The catalyst class is: 10. (4) Reactant: [CH3:1][CH:2]1[CH2:8][C:7]2[CH:9]=[C:10]3[O:15][CH2:14][O:13][C:11]3=[CH:12][C:6]=2[C:5]([C:16]2[CH:21]=[CH:20][C:19]([N+:22]([O-:24])=[O:23])=[CH:18][CH:17]=2)=[N:4][N:3]1[C:25](=[S:28])[NH:26][NH2:27].[CH2:29](N(CC)CC)[CH3:30].C(Cl)(=O)C.C1(C)C=CC(S(O)(=O)=O)=CC=1. Product: [CH3:1][CH:2]1[CH2:8][C:7]2[CH:9]=[C:10]3[O:15][CH2:14][O:13][C:11]3=[CH:12][C:6]=2[C:5]([C:16]2[CH:17]=[CH:18][C:19]([N+:22]([O-:24])=[O:23])=[CH:20][CH:21]=2)=[N:4][N:3]1[C:25]1[S:28][C:29]([CH3:30])=[N:27][N:26]=1. The catalyst class is: 4. (5) Reactant: FC(F)(F)C([N:5]1[CH2:11][CH:10]2[CH2:12][CH:7]([C:8]3[CH:16]=[C:15]([NH2:17])[C:14]([N+:18]([O-:20])=[O:19])=[CH:13][C:9]=32)[CH2:6]1)=O.[OH-].[Na+].CCOC(C)=O. Product: [N+:18]([C:14]1[C:15]([NH2:17])=[CH:16][C:8]2[CH:7]3[CH2:12][CH:10]([CH2:11][NH:5][CH2:6]3)[C:9]=2[CH:13]=1)([O-:20])=[O:19]. The catalyst class is: 144. (6) The catalyst class is: 74. Product: [OH:1][C:2]1[C:7]([C:8]([OH:10])=[O:9])=[CH:6][N:5]=[C:4]2[S:13][C:14]([I:16])=[CH:15][C:3]=12. Reactant: [OH:1][C:2]1[C:7]([C:8]([O:10]CC)=[O:9])=[CH:6][N:5]=[C:4]2[S:13][C:14]([I:16])=[CH:15][C:3]=12.O.Cl. (7) Reactant: C(OC([N:8]1[CH2:13][CH2:12][N:11]([CH2:14][CH2:15][CH2:16][C:17]([C:19]2[C:27]3[C:22](=[CH:23][CH:24]=[C:25]([F:28])[CH:26]=3)[NH:21][CH:20]=2)=[O:18])[CH2:10][CH2:9]1)=O)(C)(C)C.[ClH:29]. Product: [ClH:29].[ClH:29].[F:28][C:25]1[CH:26]=[C:27]2[C:22](=[CH:23][CH:24]=1)[NH:21][CH:20]=[C:19]2[C:17](=[O:18])[CH2:16][CH2:15][CH2:14][N:11]1[CH2:10][CH2:9][NH:8][CH2:13][CH2:12]1. The catalyst class is: 4. (8) Reactant: Cl.[N:2]1([CH2:8][C@@H:9]2[CH2:14][CH2:13][CH2:12][CH2:11][C@H:10]2[NH2:15])[CH2:7][CH2:6][CH2:5][CH2:4][CH2:3]1.[N:16]1([C:21]2[CH:29]=[CH:28][C:24]([C:25](O)=[O:26])=[CH:23][N:22]=2)[CH:20]=[CH:19][CH:18]=[N:17]1.CN(C(ON1N=NC2C=CC=NC1=2)=[N+](C)C)C.F[P-](F)(F)(F)(F)F.C(N(C(C)C)CC)(C)C. Product: [N:2]1([CH2:8][C@@H:9]2[CH2:14][CH2:13][CH2:12][CH2:11][C@H:10]2[NH:15][C:25](=[O:26])[C:24]2[CH:28]=[CH:29][C:21]([N:16]3[CH:20]=[CH:19][CH:18]=[N:17]3)=[N:22][CH:23]=2)[CH2:7][CH2:6][CH2:5][CH2:4][CH2:3]1. The catalyst class is: 3. (9) Reactant: [Br:1][C:2]1[CH:3]=[C:4]([C:7]([O:9][CH3:10])=[O:8])[NH:5][CH:6]=1.Br[CH2:12][C:13]([C:15]1[CH:20]=[CH:19][C:18]([Cl:21])=[CH:17][CH:16]=1)=[O:14].CC(C)([O-])C.[K+]. Product: [Br:1][C:2]1[CH:3]=[C:4]([C:7]([O:9][CH3:10])=[O:8])[N:5]([CH2:12][C:13]([C:15]2[CH:20]=[CH:19][C:18]([Cl:21])=[CH:17][CH:16]=2)=[O:14])[CH:6]=1. The catalyst class is: 18.